From a dataset of Reaction yield outcomes from USPTO patents with 853,638 reactions. Predict the reaction yield, written as a fraction of the theoretical maximum amount of product (1.0 means a 100% yield; for example, 0.34 means a 34% yield). (1) The reactants are [NH2:1][C:2]1[N:10]=[C:9]2[C:5]([NH:6][C:7](=[O:17])[N:8]2[CH:11]2[CH2:16][CH2:15][O:14][CH2:13][CH2:12]2)=[C:4](Cl)[N:3]=1.[N:19]1[CH:24]=[CH:23][C:22](B(O)O)=[CH:21][CH:20]=1.[O-]P([O-])([O-])=O.[K+].[K+].[K+].C(O)(C(F)(F)F)=O. The catalyst is CO.CC([O-])=O.CC([O-])=O.[Pd+2].O1CCOCC1.C(O)C. The product is [NH2:1][C:2]1[N:10]=[C:9]2[C:5]([NH:6][C:7](=[O:17])[N:8]2[CH:11]2[CH2:16][CH2:15][O:14][CH2:13][CH2:12]2)=[C:4]([C:22]2[CH:23]=[CH:24][N:19]=[CH:20][CH:21]=2)[N:3]=1. The yield is 0.510. (2) The reactants are [Cl:1][C:2]1[N:10]=[C:9]([Cl:11])[CH:8]=[CH:7][C:3]=1[C:4]([OH:6])=O.C1COCC1.[NH2:17][CH2:18][C:19]1[CH:20]=[N:21][CH:22]=[CH:23][CH:24]=1.CCN(C(C)C)C(C)C. The catalyst is CCOC(C)=O. The product is [Cl:1][C:2]1[N:10]=[C:9]([Cl:11])[CH:8]=[CH:7][C:3]=1[C:4]([NH:17][CH2:18][C:19]1[CH:20]=[N:21][CH:22]=[CH:23][CH:24]=1)=[O:6]. The yield is 0.730. (3) The reactants are Cl[Si](C)(C)C.[OH:6][C:7]1[CH:17]=[CH:16][CH:15]=[CH:14][C:8]=1[CH:9]=[CH:10][C:11]([OH:13])=[O:12].[CH3:18]COC(C)=O.CO.O. The catalyst is CO. The product is [OH:6][C:7]1[CH:17]=[CH:16][CH:15]=[CH:14][C:8]=1[CH:9]=[CH:10][C:11]([O:13][CH3:18])=[O:12]. The yield is 1.00. (4) The reactants are [C:1]([C:3]1[CH:4]=[C:5]([CH:9]=[CH:10][CH:11]=1)[C:6](Cl)=[O:7])#[N:2].CO.[NH2:14][NH2:15]. The catalyst is C(Cl)Cl. The product is [C:1]([C:3]1[CH:4]=[C:5]([CH:9]=[CH:10][CH:11]=1)[C:6]([NH:14][NH2:15])=[O:7])#[N:2]. The yield is 0.390.